This data is from Catalyst prediction with 721,799 reactions and 888 catalyst types from USPTO. The task is: Predict which catalyst facilitates the given reaction. (1) Reactant: [H-].[Na+].[N:3]1[N:4]=[CH:5][N:6]([NH:8][C:9]2[CH:16]=[CH:15][C:12]([C:13]#[N:14])=[CH:11][CH:10]=2)[CH:7]=1.[CH2:17]([O:24][C:25]1[CH:30]=[CH:29][C:28]([CH2:31]Cl)=[CH:27][C:26]=1[F:33])[C:18]1[CH:23]=[CH:22][CH:21]=[CH:20][CH:19]=1.C(OCC)(=O)C. Product: [CH2:17]([O:24][C:25]1[CH:30]=[CH:29][C:28]([CH2:31][N:8]([N:6]2[CH:5]=[N:4][N:3]=[CH:7]2)[C:9]2[CH:10]=[CH:11][C:12]([C:13]#[N:14])=[CH:15][CH:16]=2)=[CH:27][C:26]=1[F:33])[C:18]1[CH:19]=[CH:20][CH:21]=[CH:22][CH:23]=1. The catalyst class is: 18. (2) Reactant: C([N-]C(C)C)(C)C.[Li+].[O:9]=[C:10]1[CH2:15][CH2:14][N:13]([C:16]([O:18][C:19]([CH3:22])([CH3:21])[CH3:20])=[O:17])[CH2:12][CH2:11]1.C1C=CC(N([S:30]([C:33]([F:36])([F:35])[F:34])(=[O:32])=[O:31])[S:30]([C:33]([F:36])([F:35])[F:34])(=[O:32])=[O:31])=CC=1. Product: [F:34][C:33]([F:36])([F:35])[S:30]([O:9][C:10]1[CH2:11][CH2:12][N:13]([C:16]([O:18][C:19]([CH3:22])([CH3:21])[CH3:20])=[O:17])[CH2:14][CH:15]=1)(=[O:32])=[O:31]. The catalyst class is: 1. (3) Reactant: C([O:3][C:4]([C:6]1[N:7]=[C:8]([N:11]([C:22](=[O:31])[C:23]2[CH:28]=[CH:27][C:26]([Cl:29])=[CH:25][C:24]=2[Cl:30])[C:12]2[CH:17]=[CH:16][C:15]([O:18][CH3:19])=[C:14]([O:20][CH3:21])[CH:13]=2)[S:9][CH:10]=1)=[O:5])C.C(O)(=O)C.Cl. Product: [Cl:30][C:24]1[CH:25]=[C:26]([Cl:29])[CH:27]=[CH:28][C:23]=1[C:22]([N:11]([C:12]1[CH:17]=[CH:16][C:15]([O:18][CH3:19])=[C:14]([O:20][CH3:21])[CH:13]=1)[C:8]1[S:9][CH:10]=[C:6]([C:4]([OH:5])=[O:3])[N:7]=1)=[O:31]. The catalyst class is: 12. (4) Reactant: [C:1](=[O:8])([O:3][C:4]([CH3:7])([CH3:6])[CH3:5])[NH2:2].[F:9][C:10]([F:18])([F:17])[C:11]([C:13]([F:16])([F:15])[F:14])=[O:12]. Product: [C:4]([O:3][C:1]([NH:2][C:11]([OH:12])([C:13]([F:16])([F:15])[F:14])[C:10]([F:18])([F:17])[F:9])=[O:8])([CH3:7])([CH3:6])[CH3:5]. The catalyst class is: 4. (5) Reactant: [Br:1][C:2]1[CH:3]=[C:4]([CH:8]=[C:9]([I:11])[CH:10]=1)[C:5]([OH:7])=[O:6].C(=O)([O-])[O-].[K+].[K+].Br[CH2:19][CH2:20][O:21][CH2:22][C:23]1[CH:28]=[CH:27][CH:26]=[CH:25][CH:24]=1.O. Product: [CH2:22]([O:21][CH2:20][CH2:19][O:6][C:5](=[O:7])[C:4]1[CH:8]=[C:9]([I:11])[CH:10]=[C:2]([Br:1])[CH:3]=1)[C:23]1[CH:28]=[CH:27][CH:26]=[CH:25][CH:24]=1. The catalyst class is: 3. (6) Reactant: CS(C)=O.[OH-].[K+].[I-].[CH3:8][S+](C)(C)=O.[Br:13][C:14]1[CH:15]=[C:16]2[C:21](=[CH:22][CH:23]=1)[O:20][C:19]([CH3:25])([CH3:24])[C:18](=[CH2:26])[C:17]2=[O:27]. Product: [Br:13][C:14]1[CH:15]=[C:16]2[C:21](=[CH:22][CH:23]=1)[O:20][C:19]([CH3:24])([CH3:25])[C:18]1([CH2:8][CH2:26]1)[C:17]2=[O:27]. The catalyst class is: 6. (7) Reactant: [CH2:1]([O:3][C:4]1[CH:5]=[C:6]([CH:10]=[CH:11][C:12]=1[O:13][CH2:14][CH3:15])[C:7]([NH2:9])=[S:8])[CH3:2].[Cl:16][CH2:17][C:18]([CH2:20]Cl)=O. Product: [Cl:16][CH2:17][C:18]1[N:9]=[C:7]([C:6]2[CH:10]=[CH:11][C:12]([O:13][CH2:14][CH3:15])=[C:4]([O:3][CH2:1][CH3:2])[CH:5]=2)[S:8][CH:20]=1. The catalyst class is: 8.